The task is: Predict the reactants needed to synthesize the given product.. This data is from Full USPTO retrosynthesis dataset with 1.9M reactions from patents (1976-2016). (1) Given the product [F:25][C:26]([F:38])([F:39])[C:27]1[CH:28]=[C:29]([NH:30][C:21]([C:20]2[CH:24]=[C:16]([N:14]3[CH2:15][C@@H:10]4[CH2:9][N:8]([C:6]([O:5][C:1]([CH3:4])([CH3:2])[CH3:3])=[O:7])[CH2:12][C@@H:11]4[CH2:13]3)[CH:17]=[N:18][CH:19]=2)=[O:22])[CH:31]=[C:32]([C:34]([F:35])([F:37])[F:36])[CH:33]=1, predict the reactants needed to synthesize it. The reactants are: [C:1]([O:5][C:6]([N:8]1[CH2:12][C@H:11]2[CH2:13][N:14]([C:16]3[CH:17]=[N:18][CH:19]=[C:20]([CH:24]=3)[C:21](O)=[O:22])[CH2:15][C@H:10]2[CH2:9]1)=[O:7])([CH3:4])([CH3:3])[CH3:2].[F:25][C:26]([F:39])([F:38])[C:27]1[CH:28]=[C:29]([CH:31]=[C:32]([C:34]([F:37])([F:36])[F:35])[CH:33]=1)[NH2:30]. (2) Given the product [CH:1]([O:4][C:5]1[CH:10]=[CH:9][C:8]([S:11](=[O:13])(=[O:14])[NH2:12])=[CH:7][C:6]=1[NH:15][C:16]1[S:17][CH:18]=[C:19]([C:21]2[CH:22]=[CH:23][C:24]([CH:27]3[CH2:32][CH2:31][N:30]([C:33]([O:35][C:36]([CH3:38])([CH3:37])[CH3:39])=[O:34])[CH2:29][CH2:28]3)=[N:25][CH:26]=2)[N:20]=1)([CH3:3])[CH3:2], predict the reactants needed to synthesize it. The reactants are: [CH:1]([O:4][C:5]1[CH:10]=[CH:9][C:8]([S:11](=[O:14])(=[O:13])[NH2:12])=[CH:7][C:6]=1[NH:15][C:16]1[S:17][CH:18]=[C:19]([C:21]2[CH:22]=[CH:23][C:24]([C:27]3[CH2:32][CH2:31][N:30]([C:33]([O:35][C:36]([CH3:39])([CH3:38])[CH3:37])=[O:34])[CH2:29][CH:28]=3)=[N:25][CH:26]=2)[N:20]=1)([CH3:3])[CH3:2].[H][H]. (3) Given the product [CH2:19]([C@H:16]1[CH2:17][CH2:18][C@H:13]([C@H:10]2[CH2:11][CH2:12][C@H:7]([CH2:6][CH2:5][CH2:4][CH:3]=[O:2])[CH2:8][CH2:9]2)[CH2:14][CH2:15]1)[CH2:20][CH3:21], predict the reactants needed to synthesize it. The reactants are: C[O:2][CH:3]=[CH:4][CH2:5][CH2:6][C@H:7]1[CH2:12][CH2:11][C@H:10]([C@H:13]2[CH2:18][CH2:17][C@H:16]([CH2:19][CH2:20][CH3:21])[CH2:15][CH2:14]2)[CH2:9][CH2:8]1.C(O)=O. (4) Given the product [C:19]([O:23][C:24]([NH:26][C@@:27]1([C:45]([O:47][C:48]([CH3:51])([CH3:50])[CH3:49])=[O:46])[CH:32]=[CH:31][C@@H:30]2[C@H:28]1[C@H:29]2[C:38]([O:40][C:41]([CH3:43])([CH3:42])[CH3:44])=[O:39])=[O:25])([CH3:22])([CH3:20])[CH3:21], predict the reactants needed to synthesize it. The reactants are: [F-].C([N+](CCCC)(CCCC)CCCC)CCC.[C:19]([O:23][C:24]([NH:26][C@@:27]1([C:45]([O:47][C:48]([CH3:51])([CH3:50])[CH3:49])=[O:46])[CH2:32][C@H:31](OS(C)(=O)=O)[C@@H:30]2[C@H:28]1[C@H:29]2[C:38]([O:40][C:41]([CH3:44])([CH3:43])[CH3:42])=[O:39])=[O:25])([CH3:22])([CH3:21])[CH3:20]. (5) Given the product [CH:12]1([CH2:11][NH:10][C:8]([C:4]2[CH:3]=[C:2]([O:24][C:17]3[CH:16]=[CH:15][C:20]([N+:21]([O-:23])=[O:22])=[CH:19][CH:18]=3)[CH:7]=[CH:6][N:5]=2)=[O:9])[CH2:14][CH2:13]1, predict the reactants needed to synthesize it. The reactants are: Cl[C:2]1[CH:7]=[CH:6][N:5]=[C:4]([C:8]([NH:10][CH2:11][CH:12]2[CH2:14][CH2:13]2)=[O:9])[CH:3]=1.[CH:15]1[C:20]([N+:21]([O-:23])=[O:22])=[CH:19][CH:18]=[C:17]([OH:24])[CH:16]=1.CCN(C(C)C)C(C)C.CN1CCCC1=O. (6) The reactants are: [Cl:1][C:2]1[CH:3]=[CH:4][C:5]([S:10][CH2:11][CH3:12])=[C:6]([CH:9]=1)[CH2:7][NH2:8].[Cl:13][C:14]1[CH:15]=[C:16]([CH:20]=[C:21]([O:23][C:24]([F:27])([F:26])[F:25])[CH:22]=1)[C:17](O)=[O:18]. Given the product [Cl:13][C:14]1[CH:15]=[C:16]([CH:20]=[C:21]([O:23][C:24]([F:25])([F:26])[F:27])[CH:22]=1)[C:17]([NH:8][CH2:7][C:6]1[CH:9]=[C:2]([Cl:1])[CH:3]=[CH:4][C:5]=1[S:10][CH2:11][CH3:12])=[O:18], predict the reactants needed to synthesize it. (7) Given the product [F:15][C:14]1[CH:13]=[CH:12][C:4]([O:5][CH:6]2[CH2:11][CH2:10][CH2:9][CH2:8][O:7]2)=[CH:3][C:2]=1[B:16]1[O:20][C:19]([CH3:22])([CH3:21])[C:18]([CH3:24])([CH3:23])[O:17]1, predict the reactants needed to synthesize it. The reactants are: Br[C:2]1[CH:3]=[C:4]([CH:12]=[CH:13][C:14]=1[F:15])[O:5][CH:6]1[CH2:11][CH2:10][CH2:9][CH2:8][O:7]1.[B:16]1([B:16]2[O:20][C:19]([CH3:22])([CH3:21])[C:18]([CH3:24])([CH3:23])[O:17]2)[O:20][C:19]([CH3:22])([CH3:21])[C:18]([CH3:24])([CH3:23])[O:17]1.C([O-])(=O)C.[K+].